From a dataset of Forward reaction prediction with 1.9M reactions from USPTO patents (1976-2016). Predict the product of the given reaction. (1) Given the reactants FC1C=C(C(N)=O)C2O[C:8]([C:10]3[CH:15]=[CH:14][C:13]([CH2:16][N:17]4[CH2:21][CH2:20]CC4)=[CH:12][CH:11]=3)=[CH:7]C=2C=1.[C:26](C1C=CC(C=O)=CC=1)#C.C(N)(C)C, predict the reaction product. The product is: [C:8]([C:10]1[CH:11]=[CH:12][C:13]([CH2:16][NH:17][CH:21]([CH3:20])[CH3:26])=[CH:14][CH:15]=1)#[CH:7]. (2) The product is: [F:1][C:2]1[CH:22]=[CH:21][C:5]([CH2:6][N:7]2[C:11]3=[CH:12][N:13]=[C:14]([C:17]([NH:23][OH:24])=[O:18])[C:15]([OH:16])=[C:10]3[CH:9]=[CH:8]2)=[CH:4][CH:3]=1. Given the reactants [F:1][C:2]1[CH:22]=[CH:21][C:5]([CH2:6][N:7]2[C:11]3=[CH:12][N:13]=[C:14]([C:17](OC)=[O:18])[C:15]([OH:16])=[C:10]3[CH:9]=[CH:8]2)=[CH:4][CH:3]=1.[NH2:23][OH:24].[OH-].[Na+].Cl, predict the reaction product. (3) Given the reactants Cl.[C:2]1([C:8]2[CH:9]=[C:10]3[C:14](=[C:15]([C:17]([NH2:19])=[O:18])[CH:16]=2)[NH:13][N:12]=[C:11]3[CH:20]2[CH2:25][CH2:24][NH:23][CH2:22][CH2:21]2)[CH:7]=[CH:6][CH:5]=[CH:4][CH:3]=1.C(N(CC)CC)C.[CH2:33]([S:35](Cl)(=[O:37])=[O:36])[CH3:34], predict the reaction product. The product is: [CH2:33]([S:35]([N:23]1[CH2:24][CH2:25][CH:20]([C:11]2[C:10]3[C:14](=[C:15]([C:17]([NH2:19])=[O:18])[CH:16]=[C:8]([C:2]4[CH:3]=[CH:4][CH:5]=[CH:6][CH:7]=4)[CH:9]=3)[NH:13][N:12]=2)[CH2:21][CH2:22]1)(=[O:37])=[O:36])[CH3:34]. (4) Given the reactants C(=O)([O-])[O-].[Cs+].[Cs+].Br[CH2:8][CH2:9][CH2:10][C:11]([O:13][CH3:14])=[O:12].[CH3:15][O:16][C:17]([C:19]1[C:24]([NH:25][C:26]([O:28][CH:29]([CH3:31])[CH3:30])=[O:27])=[CH:23][C:22]([C:32]([F:35])([F:34])[F:33])=[C:21]([CH3:36])[N:20]=1)=[O:18].O, predict the reaction product. The product is: [CH3:15][O:16][C:17]([C:19]1[C:24]([N:25]([C:26]([O:28][CH:29]([CH3:31])[CH3:30])=[O:27])[CH2:8][CH2:9][CH2:10][C:11]([O:13][CH3:14])=[O:12])=[CH:23][C:22]([C:32]([F:35])([F:34])[F:33])=[C:21]([CH3:36])[N:20]=1)=[O:18]. (5) Given the reactants COC1C=C([NH:9][C:10](=[O:15])[C:11]([CH3:14])([CH3:13])[CH3:12])C=CC=1.[Li][CH2:17][CH2:18][CH2:19]C.[O:21]1[CH2:23][CH2:22]1.[CH2:24]1[CH2:28][O:27][CH2:26][CH2:25]1, predict the reaction product. The product is: [OH:21][CH2:22][CH2:23][C:17]1[C:28]([O:27][CH3:26])=[CH:24][CH:25]=[CH:19][C:18]=1[CH2:14][C:11]([CH3:12])([CH3:13])[C:10]([NH2:9])=[O:15]. (6) Given the reactants [C:1]([C:3]1[CH:4]=[CH:5][C:6]([F:15])=[C:7]([N:9]2[CH2:14][CH2:13][O:12][CH2:11][CH2:10]2)[CH:8]=1)#[CH:2].Br[C:17]1[CH:22]=[CH:21][C:20]([O:23][CH:24]([F:26])[F:25])=[CH:19][CH:18]=1.[Al], predict the reaction product. The product is: [F:25][CH:24]([F:26])[O:23][C:20]1[CH:21]=[CH:22][C:17]([C:2]#[C:1][C:3]2[CH:4]=[CH:5][C:6]([F:15])=[C:7]([N:9]3[CH2:14][CH2:13][O:12][CH2:11][CH2:10]3)[CH:8]=2)=[CH:18][CH:19]=1. (7) The product is: [Cl:3][C:4]1[CH:5]=[C:6]([C:14]2[O:18][N:17]=[C:16]([C:19]3[CH:27]=[C:26]4[C:22]([C:23]([CH2:28][N:39]5[CH2:40][CH2:41][CH:36]([C:34]([O:33][CH2:31][CH3:32])=[O:35])[CH2:37][CH2:38]5)=[CH:24][NH:25]4)=[CH:21][CH:20]=3)[N:15]=2)[CH:7]=[N:8][C:9]=1[O:10][CH:11]([CH3:13])[CH3:12]. Given the reactants [OH-].[Na+].[Cl:3][C:4]1[CH:5]=[C:6]([C:14]2[O:18][N:17]=[C:16]([C:19]3[CH:27]=[C:26]4[C:22]([C:23]([CH:28]=O)=[CH:24][NH:25]4)=[CH:21][CH:20]=3)[N:15]=2)[CH:7]=[N:8][C:9]=1[O:10][CH:11]([CH3:13])[CH3:12].Cl.[CH2:31]([O:33][C:34]([CH:36]1[CH2:41][CH2:40][NH:39][CH2:38][CH2:37]1)=[O:35])[CH3:32], predict the reaction product.